This data is from Full USPTO retrosynthesis dataset with 1.9M reactions from patents (1976-2016). The task is: Predict the reactants needed to synthesize the given product. (1) Given the product [F:32][C:14]1[CH:13]=[C:12]([N:9]2[CH2:8][C@H:7]([CH2:6][NH:5][C:3](=[O:4])[CH3:2])[O:11][C:10]2=[O:54])[CH:17]=[CH:16][C:15]=1[N:18]1[CH:22]=[C:21]([CH2:23][OH:24])[N:20]=[CH:19]1, predict the reactants needed to synthesize it. The reactants are: O=[CH:2][C:3]([NH:5][CH2:6][CH:7]1[O:11][CH2:10][N:9]([C:12]2[CH:17]=[CH:16][C:15]([N:18]3[CH:22]=[C:21]([C:23](C)(C)[O:24][SiH2]C(C)(C)C)[N:20]=[CH:19]3)=[C:14]([F:32])[CH:13]=2)[CH2:8]1)=[O:4].CCCC[N+](CCCC)(CCCC)CCCC.[F-].C1C[O:54]CC1. (2) Given the product [CH:29]1([NH:28][C:17]2[C:16]([N:13]3[CH2:12][CH2:11][CH:10]([CH:9]([C:3]4[CH:4]=[CH:5][C:6]([F:8])=[CH:7][C:2]=4[F:1])[F:32])[CH2:15][CH2:14]3)=[N:25][C:24]3[C:19](=[CH:20][CH:21]=[C:22]([C:26]#[N:27])[CH:23]=3)[N:18]=2)[CH2:30][CH2:31]1, predict the reactants needed to synthesize it. The reactants are: [F:1][C:2]1[CH:7]=[C:6]([F:8])[CH:5]=[CH:4][C:3]=1[CH:9]([F:32])[CH:10]1[CH2:15][CH2:14][N:13]([C:16]2[C:17]([NH:28][CH:29]([CH3:31])[CH3:30])=[N:18][C:19]3[C:24]([N:25]=2)=[CH:23][C:22]([C:26]#[N:27])=[CH:21][CH:20]=3)[CH2:12][CH2:11]1.C1(NC2C(N3CCC(C(C4C=CC(F)=CC=4F)F)CC3)=NC3C(N=2)=CC(C#N)=CC=3)CC1.